Dataset: Catalyst prediction with 721,799 reactions and 888 catalyst types from USPTO. Task: Predict which catalyst facilitates the given reaction. Reactant: Cl[C:2]1[N:7]=[C:6]([NH:8][C@H:9]2[CH2:14][CH2:13][O:12][CH2:11][C@H:10]2[CH3:15])[C:5]([N+:16]([O-:18])=[O:17])=[CH:4][N:3]=1.C(=O)([O-])[O-].[K+].[K+].[N:25]1[C:29]2[CH:30]=[CH:31][CH:32]=[CH:33][C:28]=2[NH:27][CH:26]=1. Product: [N:25]1([C:2]2[N:7]=[C:6]([NH:8][C@H:9]3[CH2:14][CH2:13][O:12][CH2:11][C@H:10]3[CH3:15])[C:5]([N+:16]([O-:18])=[O:17])=[CH:4][N:3]=2)[C:29]2[CH:30]=[CH:31][CH:32]=[CH:33][C:28]=2[N:27]=[CH:26]1. The catalyst class is: 290.